This data is from Catalyst prediction with 721,799 reactions and 888 catalyst types from USPTO. The task is: Predict which catalyst facilitates the given reaction. Reactant: [F:1][C:2]1[CH:9]=[CH:8][C:5]([CH2:6]Br)=[CH:4][CH:3]=1.[OH:10][CH:11]([CH2:22][N:23]1[CH2:30][CH:29]2[O:31][CH:25]([CH2:26][NH:27][CH2:28]2)[CH2:24]1)[CH2:12][O:13][C:14]1[CH:21]=[CH:20][C:17]([C:18]#[N:19])=[CH:16][CH:15]=1. Product: [F:1][C:2]1[CH:9]=[CH:8][C:5]([CH2:6][N:27]2[CH2:28][CH:29]3[O:31][CH:25]([CH2:24][N:23]([CH2:22][CH:11]([OH:10])[CH2:12][O:13][C:14]4[CH:21]=[CH:20][C:17]([C:18]#[N:19])=[CH:16][CH:15]=4)[CH2:30]3)[CH2:26]2)=[CH:4][CH:3]=1. The catalyst class is: 759.